Dataset: Forward reaction prediction with 1.9M reactions from USPTO patents (1976-2016). Task: Predict the product of the given reaction. (1) Given the reactants [NH2:1][C:2]1[CH:10]=[C:9]([F:11])[CH:8]=[CH:7][C:3]=1[C:4](O)=[O:5].[NH2:12][C:13](N)=[O:14], predict the reaction product. The product is: [F:11][C:9]1[CH:10]=[C:2]2[C:3]([C:4]([OH:5])=[N:12][C:13]([OH:14])=[N:1]2)=[CH:7][CH:8]=1. (2) Given the reactants [O:1]1[CH2:5][CH2:4][O:3][CH:2]1[CH2:6][CH2:7][NH:8][CH2:9][CH2:10][O:11][Si:12]([C:15]([CH3:18])([CH3:17])[CH3:16])([CH3:14])[CH3:13].C(N(C(C)C)CC)(C)C.[C:28](Cl)(=[O:30])[CH3:29], predict the reaction product. The product is: [O:1]1[CH2:5][CH2:4][O:3][CH:2]1[CH2:6][CH2:7][N:8]([CH2:9][CH2:10][O:11][Si:12]([C:15]([CH3:18])([CH3:17])[CH3:16])([CH3:14])[CH3:13])[C:28](=[O:30])[CH3:29]. (3) Given the reactants Cl[C:2]1[N:7]=[C:6]([C:8]2[CH:13]=[CH:12][N:11]=[C:10]([C:14]([N:16]([CH2:19][CH3:20])[CH2:17][CH3:18])=[O:15])[CH:9]=2)[C:5]([CH3:21])=[CH:4][N:3]=1.C(O)(=O)C(O)=O.[S:28]1[CH:32]=[CH:31][C:30]([NH2:33])=[CH:29]1.O.C1(C)C=CC(S(O)(=O)=O)=CC=1.O, predict the reaction product. The product is: [CH2:17]([N:16]([CH2:19][CH3:20])[C:14]([C:10]1[CH:9]=[C:8]([C:6]2[C:5]([CH3:21])=[CH:4][N:3]=[C:2]([NH:33][C:30]3[CH:31]=[CH:32][S:28][CH:29]=3)[N:7]=2)[CH:13]=[CH:12][N:11]=1)=[O:15])[CH3:18]. (4) Given the reactants Cl[C:2]1[CH:7]=[CH:6][N:5]2[C:8](=[O:23])[N:9]([CH2:11][C:12]3[C:13]([CH3:22])=[N:14][C:15]([C:18]([F:21])([F:20])[F:19])=[CH:16][CH:17]=3)[N:10]=[C:4]2[C:3]=1[C:24]1[CH:29]=[CH:28][N:27]=[CH:26][CH:25]=1.[F:30][C:31]1[CH:36]=[CH:35][C:34](B(O)O)=[CH:33][CH:32]=1.C(=O)([O-])[O-].[Na+].[Na+], predict the reaction product. The product is: [F:30][C:31]1[CH:36]=[CH:35][C:34]([C:2]2[CH:7]=[CH:6][N:5]3[C:8](=[O:23])[N:9]([CH2:11][C:12]4[C:13]([CH3:22])=[N:14][C:15]([C:18]([F:19])([F:21])[F:20])=[CH:16][CH:17]=4)[N:10]=[C:4]3[C:3]=2[C:24]2[CH:29]=[CH:28][N:27]=[CH:26][CH:25]=2)=[CH:33][CH:32]=1. (5) Given the reactants Cl[C:2]1[C:11]2[C:12]3[CH:13]=[CH:14][C:15]([Cl:20])=[CH:16][C:17]=3[C:18](=[O:19])[C:10]=2[C:9]2[C:4](=[CH:5][CH:6]=[CH:7][CH:8]=2)[N:3]=1.CN.[CH2:23]([N:25]([CH2:29][CH3:30])[CH2:26][CH2:27][NH2:28])[CH3:24].C(N(CC)C(C)C)(C)C, predict the reaction product. The product is: [Cl:20][C:15]1[CH:14]=[CH:13][C:12]2[C:11]3[C:2]([N:25]([CH3:26])[CH3:23])=[N:3][C:4]4[C:9]([C:10]=3[C:18](=[O:19])[C:17]=2[CH:16]=1)=[CH:8][CH:7]=[CH:6][CH:5]=4.[CH2:23]([N:25]([CH2:29][CH3:30])[CH2:26][CH2:27][NH:28][C:2]1[C:11]2[C:12]3[CH:13]=[CH:14][CH:15]=[CH:16][C:17]=3[C:18](=[O:19])[C:10]=2[C:9]2[C:4](=[CH:5][CH:6]=[CH:7][CH:8]=2)[N:3]=1)[CH3:24]. (6) The product is: [CH3:13][C:4]1[C:5]2[CH2:9][O:8][C:7](=[O:10])[C:6]=2[CH:11]=[CH:12][C:3]=1[CH:1]1[CH2:2][O:22]1. Given the reactants [CH:1]([C:3]1[CH:12]=[CH:11][C:6]2[C:7](=[O:10])[O:8][CH2:9][C:5]=2[C:4]=1[CH3:13])=[CH2:2].C1C=C(Cl)C=C(C(OO)=[O:22])C=1, predict the reaction product. (7) Given the reactants [NH2:1][C:2]1[CH:11]=[CH:10][C:5]([C:6]([O:8]C)=[O:7])=[CH:4][C:3]=1[OH:12].[CH:13](=O)[C:14]1[CH:19]=[CH:18][CH:17]=[CH:16][CH:15]=1.C([O-])(=O)C.[Pb+4].C([O-])(=O)C.C([O-])(=O)C.C([O-])(=O)C.[OH-].[Na+], predict the reaction product. The product is: [C:14]1([C:13]2[O:12][C:3]3[CH:4]=[C:5]([C:6]([OH:8])=[O:7])[CH:10]=[CH:11][C:2]=3[N:1]=2)[CH:19]=[CH:18][CH:17]=[CH:16][CH:15]=1.